This data is from Forward reaction prediction with 1.9M reactions from USPTO patents (1976-2016). The task is: Predict the product of the given reaction. (1) Given the reactants O.ON1C2C=CC=CC=2N=N1.CCN=C=NCCCN(C)C.Cl.[NH2:24][CH:25]1[CH2:30][CH2:29][N:28]([CH2:31][CH:32]2[N:42]3[C:43]4[N:34]([C:35](=[O:45])[CH:36]=[CH:37][C:38]=4[N:39]=[CH:40][C:41]3=[O:44])[CH2:33]2)[CH2:27][CH2:26]1.[F:46][C:47]1[CH:57]=[CH:56][C:55]([F:58])=[CH:54][C:48]=1/[CH:49]=[CH:50]/[C:51](O)=[O:52], predict the reaction product. The product is: [F:46][C:47]1[CH:57]=[CH:56][C:55]([F:58])=[CH:54][C:48]=1/[CH:49]=[CH:50]/[C:51]([NH:24][CH:25]1[CH2:30][CH2:29][N:28]([CH2:31][CH:32]2[N:42]3[C:43]4[N:34]([C:35](=[O:45])[CH:36]=[CH:37][C:38]=4[N:39]=[CH:40][C:41]3=[O:44])[CH2:33]2)[CH2:27][CH2:26]1)=[O:52]. (2) Given the reactants C([O:3][C:4]([C:6]1[CH:7]=[N:8][N:9]2[C:14](=[O:15])[C:13]([CH2:16][CH3:17])=[C:12]([CH3:18])[NH:11][C:10]=12)=O)C.O.[NH2:20][NH2:21], predict the reaction product. The product is: [CH2:16]([C:13]1[C:14](=[O:15])[N:9]2[N:8]=[CH:7][C:6]([C:4]([NH:20][NH2:21])=[O:3])=[C:10]2[NH:11][C:12]=1[CH3:18])[CH3:17]. (3) Given the reactants [Cl:1][C:2]1[N:7]=[C:6]([CH3:8])[N:5]=[C:4]([NH:9][C:10]([NH:12]C(=O)OCC)=[S:11])[CH:3]=1.[OH-].[Na+], predict the reaction product. The product is: [Cl:1][C:2]1[N:7]=[C:6]([CH3:8])[N:5]=[C:4]([NH:9][C:10]([NH2:12])=[S:11])[CH:3]=1. (4) The product is: [NH2:1][C:2]1[C:3]2[C:25]([CH3:31])([C:26]([NH:36][CH:33]3[CH2:35][CH2:34]3)=[O:27])[C:24](=[O:32])[NH:23][C:4]=2[N:5]=[C:6]([C:8]2[C:16]3[C:11](=[N:12][CH:13]=[CH:14][CH:15]=3)[N:10]([CH2:17][CH2:18][C:19]([F:20])([F:22])[F:21])[N:9]=2)[N:7]=1. Given the reactants [NH2:1][C:2]1[C:3]2[C:25]([CH3:31])([C:26](OCC)=[O:27])[C:24](=[O:32])[NH:23][C:4]=2[N:5]=[C:6]([C:8]2[C:16]3[C:11](=[N:12][CH:13]=[CH:14][CH:15]=3)[N:10]([CH2:17][CH2:18][C:19]([F:22])([F:21])[F:20])[N:9]=2)[N:7]=1.[CH:33]1([NH2:36])[CH2:35][CH2:34]1, predict the reaction product. (5) Given the reactants [Cl:1][C:2]1[CH:3]=[C:4]2[C:9](=[C:10]([Cl:12])[CH:11]=1)[CH2:8][N:7]([CH3:13])[CH2:6][CH:5]2[C:14]1[CH:15]=[C:16]([NH2:20])[CH:17]=[CH:18][CH:19]=1.[C:21](OCC)(=[O:23])C.C(=O)(O)[O-].[Na+], predict the reaction product. The product is: [Cl:1][C:2]1[CH:3]=[C:4]2[C:9](=[C:10]([Cl:12])[CH:11]=1)[CH2:8][N:7]([CH3:13])[CH2:6][CH:5]2[C:14]1[CH:15]=[C:16]([NH:20][CH:21]=[O:23])[CH:17]=[CH:18][CH:19]=1. (6) Given the reactants [Cl:1][C:2]1[CH:7]=[CH:6][C:5](I)=[CH:4][C:3]=1[C:9]1[N:18]=[CH:17][C:16]2[CH2:15][CH2:14][C:13]3[N:19]=[C:20]([NH:22][C:23](=[O:25])[CH3:24])[S:21][C:12]=3[C:11]=2[N:10]=1.[CH3:26][NH:27][CH2:28][C:29]#[CH:30].C(N(C(C)C)CC)(C)C.O=O.N, predict the reaction product. The product is: [Cl:1][C:2]1[CH:7]=[CH:6][C:5]([C:30]#[C:29][CH2:28][NH:27][CH3:26])=[CH:4][C:3]=1[C:9]1[N:18]=[CH:17][C:16]2[CH2:15][CH2:14][C:13]3[N:19]=[C:20]([NH:22][C:23](=[O:25])[CH3:24])[S:21][C:12]=3[C:11]=2[N:10]=1.